Dataset: Reaction yield outcomes from USPTO patents with 853,638 reactions. Task: Predict the reaction yield, written as a fraction of the theoretical maximum amount of product (1.0 means a 100% yield; for example, 0.34 means a 34% yield). The reactants are C(OC([N:8]1[CH2:13][CH2:12][CH2:11][CH:10]([C:14]2[CH:19]=[CH:18][C:17]([N:20]3[CH2:25][CH2:24][N:23]([CH3:26])[CH2:22][CH2:21]3)=[CH:16][CH:15]=2)[CH2:9]1)=O)(C)(C)C.[ClH:27]. The catalyst is CO.C(OCC)(=O)C. The product is [ClH:27].[ClH:27].[ClH:27].[CH3:26][N:23]1[CH2:24][CH2:25][N:20]([C:17]2[CH:16]=[CH:15][C:14]([CH:10]3[CH2:11][CH2:12][CH2:13][NH:8][CH2:9]3)=[CH:19][CH:18]=2)[CH2:21][CH2:22]1. The yield is 0.900.